Dataset: Full USPTO retrosynthesis dataset with 1.9M reactions from patents (1976-2016). Task: Predict the reactants needed to synthesize the given product. (1) Given the product [CH3:1][N:2]1[C:7](=[O:8])[C:6]2[N:9]=[CH:10][N:11]([C:12]([O:14][C:15]([CH3:18])([CH3:17])[CH3:16])=[O:13])[C:5]=2[CH:4]=[N:3]1, predict the reactants needed to synthesize it. The reactants are: [CH3:1][N:2]1[C:7](=[O:8])[C:6]2[NH:9][CH:10]=[N:11][C:5]=2[CH:4]=[N:3]1.[C:12](O[C:12]([O:14][C:15]([CH3:18])([CH3:17])[CH3:16])=[O:13])([O:14][C:15]([CH3:18])([CH3:17])[CH3:16])=[O:13].O1CCCC1. (2) Given the product [NH2:18][C:11]1[CH:10]=[C:9]([CH2:8][N:6]2[C@H:5]([CH3:21])[CH2:4][N:3]([C:22]([O:24][C:25]([CH3:26])([CH3:28])[CH3:27])=[O:23])[C@@H:2]([CH3:1])[CH2:7]2)[C:17]2[O:16][CH:15]=[CH:14][C:13]=2[CH:12]=1, predict the reactants needed to synthesize it. The reactants are: [CH3:1][C@H:2]1[CH2:7][N:6]([CH2:8][C:9]2[C:17]3[O:16][CH:15]=[CH:14][C:13]=3[CH:12]=[C:11]([N+:18]([O-])=O)[CH:10]=2)[C@H:5]([CH3:21])[CH2:4][N:3]1[C:22]([O:24][C:25]([CH3:28])([CH3:27])[CH3:26])=[O:23].O.NN. (3) Given the product [NH2:20][C:18]1[C:19]2=[C:11]([C:7]3[CH:8]=[CH:9][C:10]4[C:5]([CH:6]=3)=[N:4][N:3]([C:27]3[CH:32]=[CH:31][CH:30]=[CH:29][CH:28]=3)[C:2]=4[NH2:1])[CH:12]=[C:13]([CH:21]3[CH2:26][CH2:25][N:24]([CH2:34][C:35]([NH:37][CH3:38])=[O:36])[CH2:23][CH2:22]3)[N:14]2[N:15]=[CH:16][N:17]=1, predict the reactants needed to synthesize it. The reactants are: [NH2:1][C:2]1[N:3]([C:27]2[CH:32]=[CH:31][CH:30]=[CH:29][CH:28]=2)[N:4]=[C:5]2[C:10]=1[CH:9]=[CH:8][C:7]([C:11]1[CH:12]=[C:13]([CH:21]3[CH2:26][CH2:25][NH:24][CH2:23][CH2:22]3)[N:14]3[C:19]=1[C:18]([NH2:20])=[N:17][CH:16]=[N:15]3)=[CH:6]2.Cl[CH2:34][C:35]([NH:37][CH3:38])=[O:36]. (4) The reactants are: [CH:1]([O:6][CH3:7])([O:4][CH3:5])OC.[OH:8][C:9]1[C:16]([C:17]([F:20])([F:19])[F:18])=[CH:15][CH:14]=[CH:13][C:10]=1C=O.C(=O)([O-])O.[Na+].C(N(C(C)C)CC)(C)C.[CH3:35][O:36][CH2:37]Cl. Given the product [CH3:7][O:6][CH:1]([O:4][CH3:5])[C:10]1[CH:13]=[CH:14][CH:15]=[C:16]([C:17]([F:18])([F:19])[F:20])[C:9]=1[O:8][CH2:35][O:36][CH3:37], predict the reactants needed to synthesize it.